From a dataset of Catalyst prediction with 721,799 reactions and 888 catalyst types from USPTO. Predict which catalyst facilitates the given reaction. (1) Reactant: [F:1][C:2]1[CH:7]=[CH:6][C:5]([CH:8]([OH:12])[CH:9]([CH3:11])[CH3:10])=[CH:4][CH:3]=1.CC(C)=O.OS(O)(=O)=O.O=[Cr](=O)=O. Product: [F:1][C:2]1[CH:3]=[CH:4][C:5]([C:8](=[O:12])[CH:9]([CH3:10])[CH3:11])=[CH:6][CH:7]=1. The catalyst class is: 21. (2) Reactant: [Cl:1][C:2]1[CH:3]=[C:4]([C@H:8]2[C@H:13]([C:14]3[CH:19]=[CH:18][CH:17]=[CH:16][CH:15]=3)[CH2:12][CH2:11][NH:10][CH2:9]2)[CH:5]=[CH:6][CH:7]=1.[C:20]1([S:26](Cl)(=[O:28])=[O:27])[CH:25]=[CH:24][CH:23]=[CH:22][CH:21]=1.O. Product: [C:20]1([S:26]([N:10]2[CH2:11][CH2:12][C@@H:13]([C:14]3[CH:19]=[CH:18][CH:17]=[CH:16][CH:15]=3)[C@H:8]([C:4]3[CH:5]=[CH:6][CH:7]=[C:2]([Cl:1])[CH:3]=3)[CH2:9]2)(=[O:28])=[O:27])[CH:25]=[CH:24][CH:23]=[CH:22][CH:21]=1. The catalyst class is: 2. (3) Reactant: Cl[CH2:2][C:3]([NH:5][CH2:6][C:7](=[O:18])[C:8]1[CH:13]=[C:12]([O:14][CH3:15])[CH:11]=[CH:10][C:9]=1[O:16][CH3:17])=[O:4].[N-:19]=[N+:20]=[N-:21].[Na+].[I-].[K+]. Product: [N:19]([CH2:2][C:3]([NH:5][CH2:6][C:7](=[O:18])[C:8]1[CH:13]=[C:12]([O:14][CH3:15])[CH:11]=[CH:10][C:9]=1[O:16][CH3:17])=[O:4])=[N+:20]=[N-:21]. The catalyst class is: 21. (4) Reactant: [H-].[Na+].[C:3]1([CH:9]([CH:11]([OH:14])[CH2:12][CH3:13])[CH3:10])[CH:8]=[CH:7][CH:6]=[CH:5][CH:4]=1.I[CH3:16]. Product: [CH3:16][O:14][CH:11]([CH2:12][CH3:13])[CH:9]([C:3]1[CH:8]=[CH:7][CH:6]=[CH:5][CH:4]=1)[CH3:10]. The catalyst class is: 3. (5) Reactant: C(OC(=O)[NH:7][C:8]1[CH:13]=[C:12]([O:14][CH2:15][C:16]([F:19])([F:18])[F:17])[C:11]([C:20]([F:23])([F:22])[F:21])=[CH:10][C:9]=1[NH:24][C:25](=[O:43])[CH2:26][C:27]([C:29]1[CH:34]=[CH:33][CH:32]=[C:31]([C:35]2[CH:36]=[N:37][C:38]([O:41][CH3:42])=[CH:39][CH:40]=2)[CH:30]=1)=O)(C)(C)C.C(O)(C(F)(F)F)=O. Product: [CH3:42][O:41][C:38]1[N:37]=[CH:36][C:35]([C:31]2[CH:30]=[C:29]([C:27]3[CH2:26][C:25](=[O:43])[NH:24][C:9]4[CH:10]=[C:11]([C:20]([F:22])([F:21])[F:23])[C:12]([O:14][CH2:15][C:16]([F:18])([F:17])[F:19])=[CH:13][C:8]=4[N:7]=3)[CH:34]=[CH:33][CH:32]=2)=[CH:40][CH:39]=1. The catalyst class is: 2.